This data is from Full USPTO retrosynthesis dataset with 1.9M reactions from patents (1976-2016). The task is: Predict the reactants needed to synthesize the given product. (1) Given the product [Br:17][C:18]1[CH:19]=[CH:20][C:21]([N:26]2[CH2:27][CH2:28][O:29][CH2:30][CH2:31]2)=[C:22](/[CH:23]=[CH:11]/[C:12]([O:14][CH2:15][CH3:16])=[O:13])[CH:25]=1, predict the reactants needed to synthesize it. The reactants are: [H-].[Na+].C(OP([CH2:11][C:12]([O:14][CH2:15][CH3:16])=[O:13])(OCC)=O)C.[Br:17][C:18]1[CH:19]=[CH:20][C:21]([N:26]2[CH2:31][CH2:30][O:29][CH2:28][CH2:27]2)=[C:22]([CH:25]=1)[CH:23]=O.O. (2) Given the product [Cl:1][C:2]1[CH:3]=[C:4]([N+:9]([O-:11])=[O:10])[CH:5]=[CH:6][C:7]=1[C:14]([F:17])([F:16])[F:15], predict the reactants needed to synthesize it. The reactants are: [Cl:1][C:2]1[CH:3]=[C:4]([N+:9]([O-:11])=[O:10])[CH:5]=[CH:6][C:7]=1I.C[Si](C)(C)[C:14]([F:17])([F:16])[F:15].[F-].[K+]. (3) Given the product [CH2:12]([C:15]1([CH3:25])[CH:21]2[CH2:22][C:18]([CH3:23])([CH2:19][CH2:20]2)[CH2:17][CH:16]1[OH:24])[CH:13]=[CH2:14], predict the reactants needed to synthesize it. The reactants are: CCCCCCCCCCC.[CH2:12]([C:15]1([CH3:25])[CH:21]2[CH2:22][C:18]([CH3:23])([CH2:19][CH2:20]2)[CH2:17][C:16]1=[O:24])[CH:13]=[CH2:14].COCCO[AlH2-]OCCOC.[Na+].